This data is from Forward reaction prediction with 1.9M reactions from USPTO patents (1976-2016). The task is: Predict the product of the given reaction. (1) Given the reactants [Br:1][C:2]1[CH:7]=[CH:6][C:5]([Br:8])=[CH:4][C:3]=1[N+:9]([O-])=O.C(=O)=O.[C:15](#N)[CH3:16].C([Mg]Br)=C.[NH4+].[Cl-].Cl, predict the reaction product. The product is: [Br:8][C:5]1[CH:6]=[CH:7][C:2]([Br:1])=[C:3]2[C:4]=1[CH:15]=[CH:16][NH:9]2. (2) Given the reactants [CH2:1]([O:3][C:4]([CH:6]1[CH:11]([NH:12][S:13]([C:16]2[CH:21]=[CH:20][C:19]([O:22][CH2:23][C:24]3[C:33]4[C:28](=[CH:29][CH:30]=[CH:31][CH:32]=4)[N:27]=[C:26]([CH3:34])[CH:25]=3)=[CH:18][CH:17]=2)(=[O:15])=[O:14])[CH2:10][CH2:9][NH:8][CH2:7]1)=[O:5])[CH3:2].Br[CH2:36][CH2:37][OH:38], predict the reaction product. The product is: [CH2:1]([O:3][C:4]([CH:6]1[CH:11]([NH:12][S:13]([C:16]2[CH:17]=[CH:18][C:19]([O:22][CH2:23][C:24]3[C:33]4[C:28](=[CH:29][CH:30]=[CH:31][CH:32]=4)[N:27]=[C:26]([CH3:34])[CH:25]=3)=[CH:20][CH:21]=2)(=[O:15])=[O:14])[CH2:10][CH2:9][N:8]([CH2:36][CH2:37][OH:38])[CH2:7]1)=[O:5])[CH3:2]. (3) Given the reactants [OH:1][CH2:2][C:3]1[CH:8]=[C:7]([CH3:9])[CH:6]=[C:5]([N:10]2[N:14]=[C:13]3[CH:15]=[CH:16][C:17]([C:19]([F:22])([F:21])[F:20])=[CH:18][C:12]3=[N:11]2)[C:4]=1[OH:23].C(N(CC)CC)C.[C:31](Cl)(=[O:35])[C:32]([CH3:34])=[CH2:33], predict the reaction product. The product is: [C:31]([O:1][CH2:2][C:3]1[CH:8]=[C:7]([CH3:9])[CH:6]=[C:5]([N:10]2[N:14]=[C:13]3[CH:15]=[CH:16][C:17]([C:19]([F:22])([F:21])[F:20])=[CH:18][C:12]3=[N:11]2)[C:4]=1[OH:23])(=[O:35])[C:32]([CH3:34])=[CH2:33]. (4) Given the reactants [CH2:1]([O:3][C:4]([C:6]1[C:18]([CH2:19][CH2:20][C:21]2[CH:26]=[CH:25][C:24]([C:27]([F:30])([F:29])[F:28])=[CH:23][CH:22]=2)=[N:17][C:9]2[C@H:10]3[N:14]([C:15](=[O:16])[C:8]=2[C:7]=1[C:31]1[CH:39]=[CH:38][C:34]([C:35]([OH:37])=O)=[CH:33][CH:32]=1)[CH2:13][CH2:12][CH2:11]3)=[O:5])[CH3:2].[N:40]1[CH:45]=[CH:44][C:43]([C@@H:46]([NH2:48])[CH3:47])=[CH:42][CH:41]=1.C1CN([P+](ON2N=NC3C=CC=CC2=3)(N2CCCC2)N2CCCC2)CC1.F[P-](F)(F)(F)(F)F.[Na+].[Cl-], predict the reaction product. The product is: [O:16]=[C:15]1[N:14]2[C@@H:10]([CH2:11][CH2:12][CH2:13]2)[C:9]2[N:17]=[C:18]([CH2:19][CH2:20][C:21]3[CH:26]=[CH:25][C:24]([C:27]([F:30])([F:29])[F:28])=[CH:23][CH:22]=3)[C:6]([C:4]([O:3][CH2:1][CH3:2])=[O:5])=[C:7]([C:31]3[CH:39]=[CH:38][C:34]([C:35]([NH:48][C@H:46]([C:43]4[CH:44]=[CH:45][N:40]=[CH:41][CH:42]=4)[CH3:47])=[O:37])=[CH:33][CH:32]=3)[C:8]1=2. (5) The product is: [CH2:30]([C:15]1[CH:14]=[C:13]2[C:18](=[N:17][CH:16]=1)[N:9]([O:8][CH2:1][C:2]1[CH:7]=[CH:6][CH:5]=[CH:4][CH:3]=1)[C:10](=[O:27])[C:11]([C:21]1[CH:26]=[CH:25][CH:24]=[CH:23][CH:22]=1)=[C:12]2[OH:20])[CH:29]=[CH2:28]. Given the reactants [CH2:1]([O:8][N:9]1[C:18]2[C:13](=[CH:14][C:15](Br)=[CH:16][N:17]=2)[C:12]([OH:20])=[C:11]([C:21]2[CH:26]=[CH:25][CH:24]=[CH:23][CH:22]=2)[C:10]1=[O:27])[C:2]1[CH:7]=[CH:6][CH:5]=[CH:4][CH:3]=1.[CH2:28]([Sn](CCCC)(CCCC)CCCC)[CH:29]=[CH2:30], predict the reaction product.